From a dataset of Full USPTO retrosynthesis dataset with 1.9M reactions from patents (1976-2016). Predict the reactants needed to synthesize the given product. Given the product [N+:30]([C:27]1[CH:26]=[CH:25][C:24]([O:23][C:21](=[O:22])[O:12][CH2:11][CH2:10][C:3]2[C:4]3[C:9](=[CH:8][CH:7]=[CH:6][CH:5]=3)[NH:1][CH:2]=2)=[CH:29][CH:28]=1)([O-:32])=[O:31], predict the reactants needed to synthesize it. The reactants are: [NH:1]1[C:9]2[C:4](=[CH:5][CH:6]=[CH:7][CH:8]=2)[C:3]([CH2:10][CH2:11][OH:12])=[CH:2]1.CN1CCOCC1.Cl[C:21]([O:23][C:24]1[CH:29]=[CH:28][C:27]([N+:30]([O-:32])=[O:31])=[CH:26][CH:25]=1)=[O:22].